Dataset: Experimentally validated miRNA-target interactions with 360,000+ pairs, plus equal number of negative samples. Task: Binary Classification. Given a miRNA mature sequence and a target amino acid sequence, predict their likelihood of interaction. (1) The protein sequence of the target gene is MRFRFCGDLDCPDWVLAEISTLAKMSSVKLRLLCSQVLKELLGQGIDYEKILKLTADAKFESGDVKATVAVLSFILSSAAKHSVDGESLSSELQQLGLPKEHAASLCRCYEEKQSPLQKHLRVCSLRMNRLAGVGWRVDYTLSSSLLQSVEEPMVHLRLEVAAAPGTPAQPVAMSLSADKFQVLLAELKQAQTLMSSLG. The miRNA is hsa-miR-6877-3p with sequence CAGCCUCUGCCCUUGGCCUCC. Result: 0 (no interaction). (2) The miRNA is cel-miR-60-3p with sequence UAUUAUGCACAUUUUCUAGUUCA. The protein sequence of the target gene is MSSKHRICSQEEVVIPCAYDSDSESVDLELSNLEIIKKGSSSIELTDLDIPDIPGLHCEPLSHSPRHLTQQDPLSEAIVEKLIQSIQKVFNGELKGELEKLKFLGDLSSLSQALPYDETAKSFIHSHIADIVHTLNVLVQEERPHSLSSSMRQEVFVTIADLSYQDVHLLLGSEDRAELFSLTIKSIITLPSVRTLTQIQEIMPNGTCNTECLYRQTFQAFSEMLQSLVVKDPHLENLDTIIKLPLRFQRLGHLVALMALLCGDPQEKVAEEAAEGIHSLLHITLRLKYITHDKKDQQNL.... Result: 0 (no interaction).